From a dataset of Experimentally validated miRNA-target interactions with 360,000+ pairs, plus equal number of negative samples. Binary Classification. Given a miRNA mature sequence and a target amino acid sequence, predict their likelihood of interaction. (1) The miRNA is mmu-miR-1187 with sequence UAUGUGUGUGUGUAUGUGUGUAA. The protein sequence of the target gene is MGVCADLGSHRWCRALSTQHNTEKSKEQQQQSQPLEIPEQRASKCRGDIDRTTTTTIPASKTLTASPAKTAAFTVKTTRRRRSRRRAEGSSICVPIRRGQGSTPTPTIQVLQFVLVSLLALLAKNAQAHNIPEDAVHITAILGEGVIFNCHVEFPNDHPVPYVLQWDKKVSETGSDLPIYIWYESYPEHIEEGYKGRVSRVSQDSPFGSASLNLTNIRESDQGWYECKVVFLNRDPKQHKNGTWFHLDVHAPPRFSVTPEDIIYVNLGDSIILNCQADGTPTPEILWYKDANPVDPSPTV.... Result: 0 (no interaction). (2) The miRNA is hsa-miR-4745-5p with sequence UGAGUGGGGCUCCCGGGACGGCG. The protein sequence of the target gene is MPGHLLQEEMTPSYTTTTTITAPPSGSLQNGREKVKTVPLYLEEDIRPEMKEDIYDPTYQDEEGPPPKLEYVWRNIILMALLHVGALYGITLVPSCKLYTCLFAFVYYVISIEGIGAGVHRLWSHRTYKARLPLRIFLIIANTMAFQNDVYEWARDHRAHHKFSETHADPHNSRRGFFFSHVGWLLVRKHPAVKEKGGKLDMSDLKAEKLVMFQRRYYKPGILLMCFILPTLVPWYCWGETFLNSFYVATLLRYAVVLNATWLVNSAAHLYGYRPYDKNIDPRQNALVSLGSMGEGFHNY.... Result: 0 (no interaction). (3) The miRNA is hsa-miR-3187-3p with sequence UUGGCCAUGGGGCUGCGCGG. The protein sequence of the target gene is MDFVRLARLFARARPMGLFILQHLDPCRARWAGGREGLMRPMWAPFSSSSSQLPLGQERQENTGSLGSDPSHSNSTATQEEDEEEEESFGTLSDKYSSRRLFRKSAAQFHNLRFGERRDEQMEPEPKLWRGRRNTPYWYFLQCKHLIKEGKLVEALDLFERQMLKEERLQPMESNYTVLIGGCGRVGYLKKAFNLYNQMKKRDLEPSDATYTALFNVCAESPWKDSALQSALKLRQQLQAKNFELNLKTYHALLKMAAKCADLRMCLDVFKEIIHKGHVVTEETFSFLLMGCIQDKKTGF.... Result: 0 (no interaction). (4) The miRNA is mmu-miR-101a-3p with sequence UACAGUACUGUGAUAACUGAA. The protein sequence of the target gene is MEPGEVKDRILENISLSVKKLQSYFAACEDEIPAIRNHDKVLQRLCEHLDHALLYGLQDLSSGYWVLVVHFTRREAIKQIEVLQHVATNLGRSRAWLYLALNENSLESYLRLFQENLGLLHKYYVKNALVCSHDHLTLFLTLVSGLEFIRFELDLDAPYLDLAPYMPDYYKPQYLLDFEDRLPSSVHGSDSLSLNSFNSVTSTNLEWDDSAIAPSSEDYDFGDVFPAVPSVPSTDWEDGDLTDTVSGPRSTASDLTSSKASTRSPTQRQNPFNEEPAETVSSSDTTPVHTTSQEKEEAQA.... Result: 0 (no interaction). (5) The miRNA is hsa-miR-651-5p with sequence UUUAGGAUAAGCUUGACUUUUG. The protein sequence of the target gene is MRSIRKRWTICTISLLLIFYKTKEIARTEEHQETQLIGDGELCLSRSLVNSSDKIIRKAGSTIFQHSVQGWKINSSLVLEIRKNILRFLDAERDVSVVKSSFKPGDVIHYVLDRRRTLNISHNLHSLLPEVSPMKNRRFKTCAVVGNSGILLDSGCGKEIDSHNFVIRCNLAPVVEFAADVGTKSDFITMNPSVVQRAFGGFRNESDREKFVHRLSMLNDSVLWIPAFMVKGGEKHVEWVNALILKNKLQVRTAYPSLRLIHAVRGYWLTNKVPIKRPSTGLLMYTLATRFCDEIHLYGF.... Result: 0 (no interaction).